From a dataset of Catalyst prediction with 721,799 reactions and 888 catalyst types from USPTO. Predict which catalyst facilitates the given reaction. (1) Reactant: [Cl:1][C:2]1[CH:7]=[CH:6][CH:5]=[CH:4][C:3]=1/[CH:8]=[CH:9]/[CH2:10][OH:11].[H-].[Na+].[CH2:14](Br)[C:15]1[CH:20]=[CH:19][CH:18]=[CH:17][CH:16]=1. Product: [CH2:14]([O:11][CH2:10]/[CH:9]=[CH:8]/[C:3]1[CH:4]=[CH:5][CH:6]=[CH:7][C:2]=1[Cl:1])[C:15]1[CH:20]=[CH:19][CH:18]=[CH:17][CH:16]=1. The catalyst class is: 1. (2) Reactant: [OH-].[Li+].[CH3:3][C:4]([O:7][C@H:8]([CH3:44])[C@@H:9]([C:40]([O:42]C)=[O:41])[NH:10][C:11]([C:13]1[CH:18]=[CH:17][C:16]([C:19]2[CH:24]=[CH:23][CH:22]=[CH:21][C:20]=2[O:25][CH3:26])=[CH:15][C:14]=1[NH:27][C:28]([NH:30][C:31]1[C:36]([CH3:37])=[CH:35][C:34]([CH3:38])=[CH:33][C:32]=1[CH3:39])=[O:29])=[O:12])([CH3:6])[CH3:5].CO.O. Product: [CH3:6][C:4]([O:7][C@H:8]([CH3:44])[C@@H:9]([C:40]([OH:42])=[O:41])[NH:10][C:11]([C:13]1[CH:18]=[CH:17][C:16]([C:19]2[CH:24]=[CH:23][CH:22]=[CH:21][C:20]=2[O:25][CH3:26])=[CH:15][C:14]=1[NH:27][C:28]([NH:30][C:31]1[C:32]([CH3:39])=[CH:33][C:34]([CH3:38])=[CH:35][C:36]=1[CH3:37])=[O:29])=[O:12])([CH3:3])[CH3:5]. The catalyst class is: 1. (3) Reactant: Br[CH2:2][C:3]([O:5][C:6]([CH3:9])([CH3:8])[CH3:7])=[O:4].[CH:10]1[C:22]2[CH:21]([CH2:23][O:24][C:25]([NH:27][C@@H:28]([CH2:32][C:33]3[C:41]4[C:36](=[CH:37][CH:38]=[CH:39][CH:40]=4)[N:35]([C:42]([O:44][C:45]([CH3:48])([CH3:47])[CH3:46])=[O:43])[CH:34]=3)[C:29]([OH:31])=[O:30])=[O:26])[C:20]3[C:15](=[CH:16][CH:17]=[CH:18][CH:19]=3)[C:14]=2[CH:13]=[CH:12][CH:11]=1.C(N(C(C)C)CC)(C)C.[Cl-].[NH4+]. Product: [CH:19]1[C:20]2[CH:21]([CH2:23][O:24][C:25]([NH:27][C@H:28]([C:29]([O:31][CH2:2][C:3]([O:5][C:6]([CH3:9])([CH3:8])[CH3:7])=[O:4])=[O:30])[CH2:32][C:33]3[C:41]4[C:36](=[CH:37][CH:38]=[CH:39][CH:40]=4)[N:35]([C:42]([O:44][C:45]([CH3:46])([CH3:47])[CH3:48])=[O:43])[CH:34]=3)=[O:26])[C:22]3[C:14](=[CH:13][CH:12]=[CH:11][CH:10]=3)[C:15]=2[CH:16]=[CH:17][CH:18]=1. The catalyst class is: 4.